Dataset: Full USPTO retrosynthesis dataset with 1.9M reactions from patents (1976-2016). Task: Predict the reactants needed to synthesize the given product. (1) Given the product [CH3:11][C:2]1([CH3:1])[CH2:7][CH:6]([C:8]([N:15]2[CH2:16][C:17]3[CH:22]=[CH:21][C:20]([C:23]([O:25][CH3:26])=[O:24])=[CH:19][C:18]=3[O:12][CH2:13][CH2:14]2)=[O:10])[CH2:5][CH2:4][O:3]1, predict the reactants needed to synthesize it. The reactants are: [CH3:1][C:2]1([CH3:11])[CH2:7][CH:6]([C:8]([OH:10])=O)[CH2:5][CH2:4][O:3]1.[O:12]1[C:18]2[CH:19]=[C:20]([C:23]([O:25][CH3:26])=[O:24])[CH:21]=[CH:22][C:17]=2[CH2:16][NH:15][CH2:14][CH2:13]1.F[P-](F)(F)(F)(F)F.N1(O[P+](N(C)C)(N(C)C)N(C)C)C2C=CC=CC=2N=N1.CCN(CC)CC. (2) Given the product [CH2:17]([C:9]([P:4]([O:6][CH2:7][CH3:8])([O:3][CH2:1][CH3:2])=[O:5])([F:13])[C:10]([OH:12])=[O:11])[CH3:18], predict the reactants needed to synthesize it. The reactants are: [CH2:1]([O:3][P:4]([CH:9]([F:13])[C:10]([O-:12])=[O:11])([O:6][CH2:7][CH3:8])=[O:5])[CH3:2].[OH-].[Na+].Cl.[CH2:17](O)[CH3:18]. (3) Given the product [N:27]1([C:6]2[CH:11]=[CH:10][N:9]3[N:12]=[CH:13][C:14]([CH:15]=[C:26]4[NH:20][C:21](=[O:22])[NH:23][C:24]4=[O:25])=[C:8]3[N:7]=2)[CH2:32][CH2:31][CH2:30][CH2:29][CH2:28]1, predict the reactants needed to synthesize it. The reactants are: ClC1C=C(C=CC=1)O[C:6]1[CH:11]=[CH:10][N:9]2[N:12]=[CH:13][C:14]([CH:15]=O)=[C:8]2[N:7]=1.[NH:20]1[CH2:26][C:24](=[O:25])[NH:23][C:21]1=[O:22].[NH:27]1[CH2:32][CH2:31][CH2:30][CH2:29][CH2:28]1.O. (4) Given the product [Cl:1][C:2]1[CH:10]=[C:9]([Cl:11])[CH:8]=[CH:7][C:3]=1[C:4]([NH:29][C:26]1[CH:27]=[CH:28][C:23]([C:22]([F:21])([F:30])[F:31])=[CH:24][CH:25]=1)=[O:5], predict the reactants needed to synthesize it. The reactants are: [Cl:1][C:2]1[CH:10]=[C:9]([Cl:11])[CH:8]=[CH:7][C:3]=1[C:4](Cl)=[O:5].C(N(C(C)C)CC)(C)C.[F:21][C:22]([F:31])([F:30])[C:23]1[CH:28]=[CH:27][C:26]([NH2:29])=[CH:25][CH:24]=1. (5) Given the product [Si:10]([O:50][C@H:36]1[C@H:35]([CH2:34][CH2:33][C@H:32]([CH2:51][O:52][Si:53]([CH3:55])([CH3:54])[C:56]([CH3:59])([CH3:58])[CH3:57])[O:31][Si:24]([CH3:26])([CH3:25])[C:27]([CH3:30])([CH3:28])[CH3:29])[C@H:39]2[CH2:40][C:41]3[C:46]([CH2:47][C@H:38]2[CH2:37]1)=[C:45]([O:48][CH3:49])[CH:44]=[CH:43][CH:42]=3)([C:6]([CH3:9])([CH3:8])[CH3:7])([C:17]1[CH:22]=[CH:21][CH:20]=[CH:19][CH:18]=1)[C:11]1[CH:16]=[CH:15][CH:14]=[CH:13][CH:12]=1, predict the reactants needed to synthesize it. The reactants are: N1C=CN=C1.[C:6]([Si:10](Cl)([C:17]1[CH:22]=[CH:21][CH:20]=[CH:19][CH:18]=1)[C:11]1[CH:16]=[CH:15][CH:14]=[CH:13][CH:12]=1)([CH3:9])([CH3:8])[CH3:7].[Si:24]([O:31][C@@H:32]([CH2:51][O:52][Si:53]([C:56]([CH3:59])([CH3:58])[CH3:57])([CH3:55])[CH3:54])[CH2:33][CH2:34][C@@H:35]1[C@H:39]2[CH2:40][C:41]3[C:46]([CH2:47][C@H:38]2[CH2:37][C@H:36]1[OH:50])=[C:45]([O:48][CH3:49])[CH:44]=[CH:43][CH:42]=3)([C:27]([CH3:30])([CH3:29])[CH3:28])([CH3:26])[CH3:25].C(OCC)(=O)C.CCCCCCC. (6) Given the product [CH3:14][NH:13][C:5]1[C:6]([N+:10]([O-:12])=[O:11])=[CH:7][CH:8]=[CH:9][C:4]=1[C:3]([OH:21])=[O:2], predict the reactants needed to synthesize it. The reactants are: C[O:2][C:3](=[O:21])[C:4]1[CH:9]=[CH:8][CH:7]=[C:6]([N+:10]([O-:12])=[O:11])[C:5]=1[N:13](C)[C:14](=O)C(F)(F)F.[OH-].[Na+].Cl. (7) Given the product [F:1][C:2]([F:17])([F:16])[C:3]1[CH:4]=[C:5]([C:6]([N:28]2[CH2:29][CH2:30][C@H:31]([C:32]3[CH:37]=[CH:36][CH:35]=[CH:34][CH:33]=3)[C@H:26]([C:23]3[CH:24]=[CH:25][C:20]([Cl:19])=[CH:21][CH:22]=3)[CH2:27]2)=[O:7])[CH:9]=[C:10]([C:12]([F:15])([F:14])[F:13])[CH:11]=1, predict the reactants needed to synthesize it. The reactants are: [F:1][C:2]([F:17])([F:16])[C:3]1[CH:4]=[C:5]([CH:9]=[C:10]([C:12]([F:15])([F:14])[F:13])[CH:11]=1)[C:6](Cl)=[O:7].Cl.[Cl:19][C:20]1[CH:25]=[CH:24][C:23]([C@H:26]2[C@@H:31]([C:32]3[CH:37]=[CH:36][CH:35]=[CH:34][CH:33]=3)[CH2:30][CH2:29][NH:28][CH2:27]2)=[CH:22][CH:21]=1.